Dataset: Full USPTO retrosynthesis dataset with 1.9M reactions from patents (1976-2016). Task: Predict the reactants needed to synthesize the given product. (1) Given the product [CH2:20]([N:11]1[C:12]2[C:7](=[C:6]([OH:34])[C:5]([C:3]([NH:35][CH2:36][CH2:37][C:38]([OH:40])=[O:39])=[O:4])=[N:14][C:13]=2[C:15]2[S:19][CH:18]=[N:17][CH:16]=2)[CH:8]=[C:9]([C:28]2[CH:33]=[CH:32][CH:31]=[CH:30][CH:29]=2)[C:10]1=[O:27])[C:21]1[CH:26]=[CH:25][CH:24]=[CH:23][CH:22]=1, predict the reactants needed to synthesize it. The reactants are: CO[C:3]([C:5]1[C:6]([OH:34])=[C:7]2[C:12](=[C:13]([C:15]3[S:19][CH:18]=[N:17][CH:16]=3)[N:14]=1)[N:11]([CH2:20][C:21]1[CH:26]=[CH:25][CH:24]=[CH:23][CH:22]=1)[C:10](=[O:27])[C:9]([C:28]1[CH:33]=[CH:32][CH:31]=[CH:30][CH:29]=1)=[CH:8]2)=[O:4].[NH2:35][CH2:36][CH2:37][C:38]([OH:40])=[O:39].C[O-].[Na+]. (2) Given the product [F:7][C:5]([F:6])([C:8]1[CH:13]=[CH:12][CH:11]=[C:10]([CH3:14])[N:9]=1)[CH2:4][NH2:1], predict the reactants needed to synthesize it. The reactants are: [N:1]([CH2:4][C:5]([C:8]1[CH:13]=[CH:12][CH:11]=[C:10]([CH3:14])[N:9]=1)([F:7])[F:6])=[N+]=[N-].